Dataset: Experimentally validated miRNA-target interactions with 360,000+ pairs, plus equal number of negative samples. Task: Binary Classification. Given a miRNA mature sequence and a target amino acid sequence, predict their likelihood of interaction. (1) The miRNA is cel-miR-271 with sequence UCGCCGGGUGGAAAGCAUUC. The protein sequence of the target gene is MMEIQMDEGGGVVVYQDDYCSGSVMSERVSGLAGSIYREFERLIHCYDEEVVKELMPLVVNVLENLDSVLSENQEHEVELELLREDNEQLLTQYEREKALRRQAEEKFIEFEDALEQEKKELQIQVEHYEFQTRQLELKAKNYADQISRLEERESEMKKEYNALHQRHTEMIQTYVEHIERSKMQQVGGNSQTESSLPGRRKERPTSLNVFPLADGTVRAQIGGKLVPAGDHWHLSDLGQLQSSSSYQCPQDEMSESGQSSAAATPSTTGTKSNTPTSSVPSAAVTPLNESLQPLGDYGV.... Result: 0 (no interaction). (2) The protein sequence of the target gene is MPKVMKDVVHPLGGEEPSMARAVVRSVGGFTLGLSLATAYGLLELLVEGHSPWGCLVGTLTLAAFLSLGMGFSRQVRATVLLLLPQAFSRQGRTLLLVAAFGLVLQGPCANTLRNFTRASEAVACGAELALNQTAEVLQRAKQPLVSALNKIKAIARKTKEVADRVRKFFRSIMDGVKHIARALRNVWQWLLHIGDVCNSELGNPYLKCARVFDDAKDSCMMVIPQAYHLCYVLMPFKLALCGLASLVQVFCVIPKYIQPFLRQTIGTPVIQLLNRVRQEFEFNMTATHHFSVDLNASRS.... Result: 0 (no interaction). The miRNA is hsa-miR-98-5p with sequence UGAGGUAGUAAGUUGUAUUGUU. (3) The miRNA is hsa-miR-6832-3p with sequence ACCCUUUUUCUCUUUCCCAG. The protein sequence of the target gene is MQAALEVTARYCGRELEQYGQCVAAKPESWQRDCHYLKMSIAQCTSSHPIIRQIRQACAQPFEAFEECLRQNEAAVGNCAEHMRRFLQCAEQVQPPRSPATVEAQPLPAS. Result: 1 (interaction). (4) Result: 1 (interaction). The miRNA is hsa-miR-4284 with sequence GGGCUCACAUCACCCCAU. The protein sequence of the target gene is MAAIYGGVEGGGTRSEVLLVSEDGKILAEADGLSTNHWLIGTDKCVERINEMVNRAKRKAGVDPLVPLRSLGLSLSGGDQEDAGRILIEELRDRFPYLSESYLITTDAAGSIATATPDGGVVLISGTGSNCRLINPDGSESGCGGWGHMMGDEGSAYWIAHQAVKIVFDSIDNLEAAPHDIGYVKQAMFHYFQVPDRLGILTHLYRDFDKCRFAGFCRKIAEGAQQGDPLSRYIFRKAGEMLGRHIVAVLPEIDPVLFQGKIGLPILCVGSVWKSWELLKEGFLLALTQGREIQAQNFFS.... (5) The miRNA is hsa-miR-218-5p with sequence UUGUGCUUGAUCUAACCAUGU. The protein sequence of the target gene is MAALKSWLSRSVTSFFRYRQCLCVPVVANFKKRCFSELIRPWHKTVTIGFGVTLCAVPIAQKSEPHSLSSEALMRRAVSLVTDSTSTFLSQTTYALIEAITEYTKAVYTLTSLYRQYTSLLGKMNSEEEDEVWQVIIGARAEMTSKHQEYLKLETTWMTAVGLSEMAAEAAYQTGADQASITARNHIQLVKLQVEEVHQLSRKAETKLAEAQIEELRQKTQEEGEERAESEQEAYLRED. Result: 1 (interaction).